Task: Regression. Given two drug SMILES strings and cell line genomic features, predict the synergy score measuring deviation from expected non-interaction effect.. Dataset: NCI-60 drug combinations with 297,098 pairs across 59 cell lines (1) Drug 1: CC12CCC(CC1=CCC3C2CCC4(C3CC=C4C5=CN=CC=C5)C)O. Drug 2: CC1CCC2CC(C(=CC=CC=CC(CC(C(=O)C(C(C(=CC(C(=O)CC(OC(=O)C3CCCCN3C(=O)C(=O)C1(O2)O)C(C)CC4CCC(C(C4)OC)OCCO)C)C)O)OC)C)C)C)OC. Cell line: NCI-H460. Synergy scores: CSS=4.18, Synergy_ZIP=3.61, Synergy_Bliss=2.37, Synergy_Loewe=10.1, Synergy_HSA=2.20. (2) Drug 1: C1=CN(C(=O)N=C1N)C2C(C(C(O2)CO)O)O.Cl. Drug 2: CC1=C(C=C(C=C1)NC(=O)C2=CC=C(C=C2)CN3CCN(CC3)C)NC4=NC=CC(=N4)C5=CN=CC=C5. Cell line: RPMI-8226. Synergy scores: CSS=21.9, Synergy_ZIP=-4.46, Synergy_Bliss=-1.65, Synergy_Loewe=4.06, Synergy_HSA=3.01.